Dataset: NCI-60 drug combinations with 297,098 pairs across 59 cell lines. Task: Regression. Given two drug SMILES strings and cell line genomic features, predict the synergy score measuring deviation from expected non-interaction effect. (1) Drug 1: CCC1=CC2CC(C3=C(CN(C2)C1)C4=CC=CC=C4N3)(C5=C(C=C6C(=C5)C78CCN9C7C(C=CC9)(C(C(C8N6C)(C(=O)OC)O)OC(=O)C)CC)OC)C(=O)OC.C(C(C(=O)O)O)(C(=O)O)O. Drug 2: COCCOC1=C(C=C2C(=C1)C(=NC=N2)NC3=CC=CC(=C3)C#C)OCCOC.Cl. Cell line: SK-MEL-5. Synergy scores: CSS=37.7, Synergy_ZIP=6.52, Synergy_Bliss=7.52, Synergy_Loewe=8.03, Synergy_HSA=8.66. (2) Drug 1: C1=CC(=CC=C1CCCC(=O)O)N(CCCl)CCCl. Drug 2: COC1=C2C(=CC3=C1OC=C3)C=CC(=O)O2. Cell line: HL-60(TB). Synergy scores: CSS=65.8, Synergy_ZIP=-4.12, Synergy_Bliss=-8.37, Synergy_Loewe=-8.94, Synergy_HSA=-5.77. (3) Drug 1: CCCCCOC(=O)NC1=NC(=O)N(C=C1F)C2C(C(C(O2)C)O)O. Drug 2: C1C(C(OC1N2C=NC(=NC2=O)N)CO)O. Cell line: NCI-H322M. Synergy scores: CSS=8.12, Synergy_ZIP=-3.31, Synergy_Bliss=-1.31, Synergy_Loewe=1.63, Synergy_HSA=0.688. (4) Drug 1: CC12CCC3C(C1CCC2=O)CC(=C)C4=CC(=O)C=CC34C. Drug 2: CC(CN1CC(=O)NC(=O)C1)N2CC(=O)NC(=O)C2. Cell line: SF-268. Synergy scores: CSS=29.4, Synergy_ZIP=-2.24, Synergy_Bliss=6.37, Synergy_Loewe=-1.94, Synergy_HSA=7.13. (5) Drug 1: CC1=C(C=C(C=C1)C(=O)NC2=CC(=CC(=C2)C(F)(F)F)N3C=C(N=C3)C)NC4=NC=CC(=N4)C5=CN=CC=C5. Drug 2: CC(C)(C#N)C1=CC(=CC(=C1)CN2C=NC=N2)C(C)(C)C#N. Cell line: OVCAR-8. Synergy scores: CSS=-3.76, Synergy_ZIP=1.50, Synergy_Bliss=-0.955, Synergy_Loewe=-4.62, Synergy_HSA=-3.72. (6) Drug 1: CC1=CC=C(C=C1)C2=CC(=NN2C3=CC=C(C=C3)S(=O)(=O)N)C(F)(F)F. Drug 2: CC1CCCC2(C(O2)CC(NC(=O)CC(C(C(=O)C(C1O)C)(C)C)O)C(=CC3=CSC(=N3)C)C)C. Cell line: SF-295. Synergy scores: CSS=41.9, Synergy_ZIP=4.33, Synergy_Bliss=0.873, Synergy_Loewe=-30.4, Synergy_HSA=2.27.